Task: Predict the reactants needed to synthesize the given product.. Dataset: Full USPTO retrosynthesis dataset with 1.9M reactions from patents (1976-2016) The reactants are: [F:1][C:2]1[CH:24]=[CH:23][CH:22]=[CH:21][C:3]=1[CH2:4][C:5]1[C:9]([CH:10]=O)=[CH:8][N:7]([CH2:12][C:13]2[CH:18]=[CH:17][C:16]([O:19][CH3:20])=[CH:15][CH:14]=2)[N:6]=1.Cl.[NH2:26][OH:27].C([O-])(=O)C.[Na+]. Given the product [F:1][C:2]1[CH:24]=[CH:23][CH:22]=[CH:21][C:3]=1[CH2:4][C:5]1[C:9]([CH:10]=[N:26][OH:27])=[CH:8][N:7]([CH2:12][C:13]2[CH:18]=[CH:17][C:16]([O:19][CH3:20])=[CH:15][CH:14]=2)[N:6]=1, predict the reactants needed to synthesize it.